From a dataset of Reaction yield outcomes from USPTO patents with 853,638 reactions. Predict the reaction yield, written as a fraction of the theoretical maximum amount of product (1.0 means a 100% yield; for example, 0.34 means a 34% yield). (1) The reactants are [CH2:1]([O:3][S:4]([O-:7])(=[O:6])=[O:5])[CH3:2].[CH3:8][N:9]([CH3:23])[C:10]1[CH:11]=[C:12]2[C:17](=[CH:18][CH:19]=1)[N+:16]([CH2:20][CH3:21])=[C:15]([CH3:22])[CH:14]=[CH:13]2.[CH3:24][C:25]1[N:26]([C:33]2[CH:38]=[CH:37][CH:36]=[CH:35][CH:34]=2)[C:27]([CH3:32])=[CH:28][C:29]=1[CH:30]=O. The catalyst is CO.N1CCCCC1. The product is [CH2:1]([O:3][S:4]([O-:7])(=[O:6])=[O:5])[CH3:2].[CH3:8][N:9]([CH3:23])[C:10]1[CH:11]=[C:12]2[C:17](=[CH:18][CH:19]=1)[N+:16]([CH2:20][CH3:21])=[C:15](/[CH:22]=[CH:30]/[C:29]1[CH:28]=[C:27]([CH3:32])[N:26]([C:33]3[CH:38]=[CH:37][CH:36]=[CH:35][CH:34]=3)[C:25]=1[CH3:24])[CH:14]=[CH:13]2. The yield is 0.440. (2) The reactants are [CH3:1][N:2]([CH3:29])[CH2:3][CH2:4][N:5]1[C:9]2[CH:10]=[CH:11][C:12]([S:14]([CH2:17][CH:18]3[CH2:23][CH2:22][NH:21][CH2:20][CH2:19]3)(=[O:16])=[O:15])=[CH:13][C:8]=2[N:7]=[C:6]1[CH2:24][C:25]([CH3:28])([CH3:27])[CH3:26].C(N(CC)CC)C.[NH:37]1[CH:41]=[C:40]([C:42](O)=[O:43])[CH:39]=[N:38]1. The catalyst is ClCCl. The product is [CH3:1][N:2]([CH3:29])[CH2:3][CH2:4][N:5]1[C:9]2[CH:10]=[CH:11][C:12]([S:14]([CH2:17][CH:18]3[CH2:19][CH2:20][N:21]([C:42]([C:40]4[CH:41]=[N:37][NH:38][CH:39]=4)=[O:43])[CH2:22][CH2:23]3)(=[O:16])=[O:15])=[CH:13][C:8]=2[N:7]=[C:6]1[CH2:24][C:25]([CH3:26])([CH3:28])[CH3:27]. The yield is 0.900. (3) The reactants are O=P(Cl)(Cl)Cl.[CH3:6][O:7][C:8]1[CH:9]=[C:10]2[C:14](=[CH:15][CH:16]=1)[NH:13][C:12]([C:17]([F:20])([F:19])[F:18])=[CH:11]2.CN([CH:24]=[O:25])C. No catalyst specified. The product is [CH3:6][O:7][C:8]1[CH:9]=[C:10]2[C:14](=[CH:15][CH:16]=1)[NH:13][C:12]([C:17]([F:20])([F:18])[F:19])=[C:11]2[CH:24]=[O:25]. The yield is 0.430. (4) The reactants are [NH2:1][C:2]1[CH:7]=[CH:6][CH:5]=[CH:4][CH:3]=1.C[Al](C)C.CCCCCC.[Cl:18][C:19]1[C:27]([F:28])=[CH:26][CH:25]=[C:24]2[C:20]=1[CH2:21][CH2:22][N:23]2[C@H:29]1[CH2:33][CH2:32][O:31][C:30]1=[O:34]. The catalyst is C(Cl)Cl. The product is [Cl:18][C:19]1[C:27]([F:28])=[CH:26][CH:25]=[C:24]2[C:20]=1[CH2:21][CH2:22][N:23]2[C@@H:29]([CH2:33][CH2:32][OH:31])[C:30]([NH:1][C:2]1[CH:7]=[CH:6][CH:5]=[CH:4][CH:3]=1)=[O:34]. The yield is 1.00.